This data is from Catalyst prediction with 721,799 reactions and 888 catalyst types from USPTO. The task is: Predict which catalyst facilitates the given reaction. (1) Reactant: [Cl:1][C:2]1[C:3]([I:14])=[CH:4][C:5]([CH3:13])=[C:6]2[C:11]=1[C:10](=[O:12])[NH:9][CH2:8][CH2:7]2.CC(C)([O-])C.[K+].[CH2:21]([O:28][C:29]1[C:34]([CH2:35]Cl)=[C:33]([O:37][CH3:38])[CH:32]=[C:31]([CH3:39])[N:30]=1)[C:22]1[CH:27]=[CH:26][CH:25]=[CH:24][CH:23]=1. Product: [CH2:21]([O:28][C:29]1[C:34]([CH2:35][N:9]2[CH2:8][CH2:7][C:6]3[C:11](=[C:2]([Cl:1])[C:3]([I:14])=[CH:4][C:5]=3[CH3:13])[C:10]2=[O:12])=[C:33]([O:37][CH3:38])[CH:32]=[C:31]([CH3:39])[N:30]=1)[C:22]1[CH:23]=[CH:24][CH:25]=[CH:26][CH:27]=1. The catalyst class is: 3. (2) Reactant: [Cl:1][C:2]1[CH:3]=[CH:4][C:5]2[N:6]([C:8]([CH3:37])=[C:9]([N:11]([CH2:25][C:26]3[CH:31]=[CH:30][C:29]([O:32][C:33]([F:36])([F:35])[F:34])=[CH:28][CH:27]=3)[S:12]([C:15]3[CH:24]=[CH:23][C:18]([C:19]([O:21]C)=[O:20])=[CH:17][CH:16]=3)(=[O:14])=[O:13])[N:10]=2)[CH:7]=1.[OH-].[Na+:39]. The catalyst class is: 5. Product: [Cl:1][C:2]1[CH:3]=[CH:4][C:5]2[N:6]([C:8]([CH3:37])=[C:9]([N:11]([CH2:25][C:26]3[CH:31]=[CH:30][C:29]([O:32][C:33]([F:34])([F:35])[F:36])=[CH:28][CH:27]=3)[S:12]([C:15]3[CH:16]=[CH:17][C:18]([C:19]([O-:21])=[O:20])=[CH:23][CH:24]=3)(=[O:14])=[O:13])[N:10]=2)[CH:7]=1.[Na+:39]. (3) Reactant: [C:1]([C:9]1[CH:19]=[CH:18][C:12]2[N:13]=[C:14]([CH2:16]Cl)[NH:15][C:11]=2[CH:10]=1)(=[O:8])[C:2]1[CH:7]=[CH:6][CH:5]=[CH:4][CH:3]=1.C(OC([N:27]([CH2:47][C:48]1[CH:53]=[CH:52][CH:51]=[CH:50][N:49]=1)[CH2:28][C:29]1[CH:34]=[CH:33][C:32]([CH2:35][NH:36][CH:37]2[C:46]3[N:45]=[CH:44][CH:43]=[CH:42][C:41]=3[CH2:40][CH2:39][CH2:38]2)=[CH:31][CH:30]=1)=O)(C)(C)C.C(N(CC)C(C)C)(C)C. Product: [N:49]1[CH:50]=[CH:51][CH:52]=[CH:53][C:48]=1[CH2:47][NH:27][CH2:28][C:29]1[CH:30]=[CH:31][C:32]([CH2:35][N:36]([CH2:16][C:14]2[NH:13][C:12]3[CH:18]=[CH:19][C:9]([C:1](=[O:8])[C:2]4[CH:7]=[CH:6][CH:5]=[CH:4][CH:3]=4)=[CH:10][C:11]=3[N:15]=2)[CH:37]2[C:46]3[N:45]=[CH:44][CH:43]=[CH:42][C:41]=3[CH2:40][CH2:39][CH2:38]2)=[CH:33][CH:34]=1. The catalyst class is: 3. (4) Reactant: [CH2:1]([O:3][C:4](=[O:9])[C:5](=[N:7][OH:8])Cl)[CH3:2].[N:10]1([C:15]2[CH2:16][CH2:17][N:18]([C:21](=[O:23])[CH3:22])[CH2:19][CH:20]=2)[CH2:14][CH2:13][CH2:12][CH2:11]1.C(N(CC)CC)C. Product: [CH2:1]([O:3][C:4]([C:5]1[CH:20]2[CH2:19][N:18]([C:21](=[O:23])[CH3:22])[CH2:17][CH2:16][C:15]2([N:10]2[CH2:11][CH2:12][CH2:13][CH2:14]2)[O:8][N:7]=1)=[O:9])[CH3:2]. The catalyst class is: 2. (5) Reactant: I([O-])(=O)(=O)=O.[Na+].C([O-])(=O)C.[NH4+].[Cl:12][C:13]1[CH:14]=[C:15]([CH2:28][C:29]([O:31][CH3:32])=[O:30])[CH:16]=[CH:17][C:18]=1[B:19]1[O:23]C(C)(C)C(C)(C)[O:20]1. Product: [Cl:12][C:13]1[CH:14]=[C:15]([CH2:28][C:29]([O:31][CH3:32])=[O:30])[CH:16]=[CH:17][C:18]=1[B:19]([OH:20])[OH:23]. The catalyst class is: 95. (6) The catalyst class is: 6. Reactant: [C:1]([OH:9])(=[O:8])[C:2]([CH2:4][C:5]([OH:7])=[O:6])=[CH2:3].[OH-].[Na+:11]. Product: [C:1]([O-:9])(=[O:8])[C:2]([CH2:4][C:5]([O-:7])=[O:6])=[CH2:3].[Na+:11].[Na+:11]. (7) Reactant: C[O:2][C:3](=[O:38])[CH:4]([NH:22][C:23](=[O:37])[CH:24]([CH2:32][S:33]C(=O)C)[CH2:25][C:26]1[CH:31]=[CH:30][CH:29]=[CH:28][CH:27]=1)[CH2:5][NH:6][C:7](=[O:21])[CH2:8][CH2:9][CH:10]([NH2:20])[C:11]([N:13]1[CH2:17][CH2:16][CH2:15][CH:14]1[C:18]#[N:19])=[O:12].[Li+].[OH-]. Product: [NH2:20][CH:10]([C:11]([N:13]1[CH2:17][CH2:16][CH2:15][CH:14]1[C:18]#[N:19])=[O:12])[CH2:9][CH2:8][C:7]([NH:6][CH2:5][CH:4]([NH:22][C:23](=[O:37])[CH:24]([CH2:32][SH:33])[CH2:25][C:26]1[CH:31]=[CH:30][CH:29]=[CH:28][CH:27]=1)[C:3]([OH:38])=[O:2])=[O:21]. The catalyst class is: 1. (8) Reactant: [F:1][C:2]([F:31])([F:30])[C:3]1[CH:4]=[C:5]([NH:13][C:14](SC)=[C:15]([S:18]([C:21]2[CH:26]=[CH:25][C:24]([Cl:27])=[CH:23][CH:22]=2)(=[O:20])=[O:19])[C:16]#[N:17])[CH:6]=[C:7]([C:9]([F:12])([F:11])[F:10])[CH:8]=1.C(N(CC)CC)C.[NH2:39][C:40]1[N:44]([CH3:45])[N:43]=[C:42]([CH:46]2[CH2:48][CH2:47]2)[CH:41]=1. Product: [F:10][C:9]([F:11])([F:12])[C:7]1[CH:6]=[C:5]([NH:13][C:14]([NH:39][C:40]2[N:44]([CH3:45])[N:43]=[C:42]([CH:46]3[CH2:48][CH2:47]3)[CH:41]=2)=[C:15]([S:18]([C:21]2[CH:22]=[CH:23][C:24]([Cl:27])=[CH:25][CH:26]=2)(=[O:19])=[O:20])[C:16]#[N:17])[CH:4]=[C:3]([C:2]([F:30])([F:31])[F:1])[CH:8]=1. The catalyst class is: 10. (9) Reactant: Cl.[C:2]1([C:26]2[CH:31]=[CH:30][CH:29]=[CH:28][CH:27]=2)[CH:7]=[CH:6][C:5]([CH2:8][CH2:9][C@@:10]([CH3:25])([S:21]([CH3:24])(=[O:23])=[O:22])[C:11]([NH:13][O:14]C2CCCCO2)=[O:12])=[CH:4][CH:3]=1. Product: [C:2]1([C:26]2[CH:27]=[CH:28][CH:29]=[CH:30][CH:31]=2)[CH:3]=[CH:4][C:5]([CH2:8][CH2:9][C@@:10]([CH3:25])([S:21]([CH3:24])(=[O:23])=[O:22])[C:11]([NH:13][OH:14])=[O:12])=[CH:6][CH:7]=1. The catalyst class is: 5.